Dataset: Peptide-MHC class I binding affinity with 185,985 pairs from IEDB/IMGT. Task: Regression. Given a peptide amino acid sequence and an MHC pseudo amino acid sequence, predict their binding affinity value. This is MHC class I binding data. The peptide sequence is RTYIYWHGR. The MHC is HLA-A68:01 with pseudo-sequence HLA-A68:01. The binding affinity (normalized) is 0.646.